Dataset: Reaction yield outcomes from USPTO patents with 853,638 reactions. Task: Predict the reaction yield, written as a fraction of the theoretical maximum amount of product (1.0 means a 100% yield; for example, 0.34 means a 34% yield). (1) The reactants are [C:1]1([C:7](Cl)([C:14]2[CH:19]=[CH:18][CH:17]=[CH:16][CH:15]=2)[C:8]2[CH:13]=[CH:12][CH:11]=[CH:10][CH:9]=2)[CH:6]=[CH:5][CH:4]=[CH:3][CH:2]=1.[C@@H:21]1([N:29]2[CH:37]=[C:35]([CH3:36])[C:33](=[O:34])[NH:32][C:30]2=[O:31])[O:28][C@H:25]([CH2:26][OH:27])[C@@H:23]([OH:24])[CH2:22]1.C(=O)(O)[O-].[Na+]. The catalyst is N1C=CC=CC=1. The product is [C:7]([O:27][CH2:26][C@H:25]1[O:28][C@@H:21]([N:29]2[CH:37]=[C:35]([CH3:36])[C:33](=[O:34])[NH:32][C:30]2=[O:31])[CH2:22][C@@H:23]1[OH:24])([C:14]1[CH:19]=[CH:18][CH:17]=[CH:16][CH:15]=1)([C:8]1[CH:13]=[CH:12][CH:11]=[CH:10][CH:9]=1)[C:1]1[CH:6]=[CH:5][CH:4]=[CH:3][CH:2]=1. The yield is 0.971. (2) The reactants are CC1(C)C(C)(C)OB([C:9]2[C:10]([C:33](OC)=[O:34])=[N:11][N:12]([C:14]([C:27]3[CH:32]=[CH:31][CH:30]=[CH:29][CH:28]=3)([C:21]3[CH:26]=[CH:25][CH:24]=[CH:23][CH:22]=3)[C:15]3[CH:20]=[CH:19][CH:18]=[CH:17][CH:16]=3)[CH:13]=2)O1.[Cl:38][C:39]1[CH:44]=[CH:43][N:42]=[C:41]([NH2:45])[C:40]=1I.COC1C=CC=C(OC)C=1C1C=CC=CC=1P(C1CCCCC1)C1CCCCC1.C([O-])([O-])=O.[K+].[K+]. The catalyst is CC([O-])=O.CC([O-])=O.[Pd+2].O1CCOCC1. The product is [Cl:38][C:39]1[C:40]2[C:9]3[C:10](=[N:11][N:12]([C:14]([C:21]4[CH:26]=[CH:25][CH:24]=[CH:23][CH:22]=4)([C:27]4[CH:32]=[CH:31][CH:30]=[CH:29][CH:28]=4)[C:15]4[CH:20]=[CH:19][CH:18]=[CH:17][CH:16]=4)[CH:13]=3)[C:33](=[O:34])[NH:45][C:41]=2[N:42]=[CH:43][CH:44]=1. The yield is 0.760.